Predict the reaction yield, written as a fraction of the theoretical maximum amount of product (1.0 means a 100% yield; for example, 0.34 means a 34% yield). From a dataset of Reaction yield outcomes from USPTO patents with 853,638 reactions. The reactants are [NH2:1][C:2]1[CH:7]=[CH:6][CH:5]=[CH:4][C:3]=1[S:8]([CH:11]([CH3:13])[CH3:12])(=[O:10])=[O:9].[H-].[Na+].[Cl:16][C:17]1[N:22]=[C:21](Cl)[C:20]([Cl:24])=[CH:19][N:18]=1. The catalyst is CN(C=O)C. The product is [Cl:16][C:17]1[N:22]=[C:21]([NH:1][C:2]2[CH:7]=[CH:6][CH:5]=[CH:4][C:3]=2[S:8]([CH:11]([CH3:13])[CH3:12])(=[O:10])=[O:9])[C:20]([Cl:24])=[CH:19][N:18]=1. The yield is 0.200.